This data is from SARS-CoV-2 main protease (3CLPro) crystallographic fragment screen with 879 compounds. The task is: Binary Classification. Given a drug SMILES string, predict its activity (active/inactive) in a high-throughput screening assay against a specified biological target. (1) The drug is O=C(O)c1cccc(NC(=O)c2ccno2)c1. The result is 0 (inactive). (2) The molecule is CN1CCN(C(=O)Nc2ccc(F)cc2)CC1. The result is 0 (inactive). (3) The compound is c1ccc(Nc2nncs2)cc1. The result is 0 (inactive). (4) The compound is Cc1ccccc1OCC(=O)Nc1ccccc1. The result is 0 (inactive).